Dataset: Full USPTO retrosynthesis dataset with 1.9M reactions from patents (1976-2016). Task: Predict the reactants needed to synthesize the given product. (1) Given the product [OH:18][C:2]1[C:3]([N+:11]([O-:13])=[O:12])=[C:4]([CH:8]=[CH:9][CH:10]=1)[C:5]([OH:7])=[O:6], predict the reactants needed to synthesize it. The reactants are: Cl[C:2]1[C:3]([N+:11]([O-:13])=[O:12])=[C:4]([CH:8]=[CH:9][CH:10]=1)[C:5]([OH:7])=[O:6].[OH-].[K+].C(OCC)(=[O:18])C. (2) Given the product [C:1]1([CH2:7][C:8]2[N:12]=[C:11]([S:13][CH2:24][CH2:25][OH:26])[O:10][N:9]=2)[CH:2]=[CH:3][CH:4]=[CH:5][CH:6]=1, predict the reactants needed to synthesize it. The reactants are: [C:1]1([CH2:7][C:8]2[NH:9][O:10][C:11](=[S:13])[N:12]=2)[CH:6]=[CH:5][CH:4]=[CH:3][CH:2]=1.CCN(C(C)C)C(C)C.Br[CH2:24][CH2:25][OH:26].